From a dataset of Forward reaction prediction with 1.9M reactions from USPTO patents (1976-2016). Predict the product of the given reaction. (1) Given the reactants Br[C:2]1[CH:3]=[C:4]([C:8]2[CH:9]=[N:10][N:11]([CH3:13])[CH:12]=2)[CH:5]=[CH:6][CH:7]=1.[B:14]1([B:14]2[O:18][C:17]([CH3:20])([CH3:19])[C:16]([CH3:22])([CH3:21])[O:15]2)[O:18][C:17]([CH3:20])([CH3:19])[C:16]([CH3:22])([CH3:21])[O:15]1.CC([O-])=O.[K+].C(Cl)Cl, predict the reaction product. The product is: [CH3:13][N:11]1[CH:12]=[C:8]([C:4]2[CH:5]=[CH:6][CH:7]=[C:2]([B:14]3[O:18][C:17]([CH3:20])([CH3:19])[C:16]([CH3:22])([CH3:21])[O:15]3)[CH:3]=2)[CH:9]=[N:10]1. (2) Given the reactants Br[C:2]1[CH:7]=[CH:6][CH:5]=[CH:4][N:3]=1.Br[Zn][C:10]1[O:11][C:12]([C:15]([O:17][CH2:18][CH3:19])=[O:16])=[CH:13][CH:14]=1, predict the reaction product. The product is: [N:3]1[CH:4]=[CH:5][CH:6]=[CH:7][C:2]=1[C:10]1[O:11][C:12]([C:15]([O:17][CH2:18][CH3:19])=[O:16])=[CH:13][CH:14]=1. (3) Given the reactants Cl.[F:2][C:3]1[CH:17]=[CH:16][C:6]2[C:7]([CH:10]3[CH2:15][CH2:14][NH:13][CH2:12][CH2:11]3)=[N:8][O:9][C:5]=2[CH:4]=1.C(=O)([O-])[O-].[Na+].[Na+].Cl.Cl[CH2:26][CH2:27][C:28]1[C:33](=[O:34])[N:32]2[CH2:35][CH2:36][CH2:37][CH2:38][C:31]2=[N:30][C:29]=1[CH3:39], predict the reaction product. The product is: [CH3:39][C:29]1[N:30]=[C:31]2[N:32]([CH2:35][CH2:36][CH2:37][CH2:38]2)[C:33](=[O:34])[C:28]=1[CH2:27][CH2:26][N:13]1[CH2:12][CH2:11][CH:10]([C:7]2[C:6]3[CH:16]=[CH:17][C:3]([F:2])=[CH:4][C:5]=3[O:9][N:8]=2)[CH2:15][CH2:14]1. (4) The product is: [F:1][C:2]1[CH:9]=[CH:8][C:5]([CH2:6][N:7]2[C:13](=[O:14])[C:12]3[C:11](=[CH:19][CH:18]=[CH:17][CH:16]=3)[C:10]2=[O:15])=[CH:4][CH:3]=1. Given the reactants [F:1][C:2]1[CH:9]=[CH:8][C:5]([CH2:6][NH2:7])=[CH:4][CH:3]=1.[C:10]1(=O)[O:15][C:13](=[O:14])[C:12]2=[CH:16][CH:17]=[CH:18][CH:19]=[C:11]12.O, predict the reaction product. (5) The product is: [CH2:11]([O:13][C:14]([C:15]1[C:16](=[O:17])[NH:10][C:6]([CH2:7][CH3:8])=[N:9][CH:21]=1)=[O:25])[CH3:12]. Given the reactants CC[O-].[Na+].Cl.[C:6]([NH2:10])(=[NH:9])[CH2:7][CH3:8].[CH2:11]([O:13][C:14](=[O:25])[C:15](=[CH:21]OCC)[C:16](OCC)=[O:17])[CH3:12].Cl, predict the reaction product.